From a dataset of Full USPTO retrosynthesis dataset with 1.9M reactions from patents (1976-2016). Predict the reactants needed to synthesize the given product. (1) Given the product [F:22][C:18]1[CH:17]=[CH:16][CH:29]=[CH:25][C:26]=1[C:27]([CH:7]1[CH2:8][C:2]2[S:1][CH:5]=[CH:4][C:3]=2[C:6]1=[O:9])=[O:28], predict the reactants needed to synthesize it. The reactants are: [S:1]1[CH:5]=[CH:4][C:3]2[C:6](=[O:9])[CH2:7][CH2:8][C:2]1=2.[H-].[Na+].C(OC(=O)[C:16]1C=CC=[C:18]([F:22])[CH:17]=1)C.Cl.[CH2:25]1[CH2:29][O:28][CH2:27][CH2:26]1. (2) Given the product [Cl:14][C:5]1[C:6]([O:8][CH2:9][C:10]([F:13])([F:12])[F:11])=[CH:7][C:2]([C:15]#[N:16])=[N:3][CH:4]=1, predict the reactants needed to synthesize it. The reactants are: Cl[C:2]1[CH:7]=[C:6]([O:8][CH2:9][C:10]([F:13])([F:12])[F:11])[C:5]([Cl:14])=[CH:4][N:3]=1.[C:15]([Zn]C#N)#[N:16].